From a dataset of Full USPTO retrosynthesis dataset with 1.9M reactions from patents (1976-2016). Predict the reactants needed to synthesize the given product. (1) Given the product [NH:35]1[CH2:38][CH:37]([C:2]2[CH:3]=[CH:4][C:5]3[C:11]4[S:12][C:13]([C:15]5[N:19]([CH:20]([CH3:21])[CH3:22])[N:18]=[CH:17][N:16]=5)=[CH:14][C:10]=4[CH2:9][CH2:8][O:7][C:6]=3[CH:23]=2)[CH2:36]1, predict the reactants needed to synthesize it. The reactants are: Br[C:2]1[CH:3]=[CH:4][C:5]2[C:11]3[S:12][C:13]([C:15]4[N:19]([CH:20]([CH3:22])[CH3:21])[N:18]=[CH:17][N:16]=4)=[CH:14][C:10]=3[CH2:9][CH2:8][O:7][C:6]=2[CH:23]=1.ClCCl.[I-].C(OC([N:35]1[CH2:38][CH:37]([Zn+])[CH2:36]1)=O)(C)(C)C.Cl. (2) Given the product [Cl:1][C:2]1[CH:33]=[CH:32][CH:31]=[C:30]([Cl:34])[C:3]=1[C:4]1[NH:6][C:7](=[O:8])[N:9]([C:18]2[CH:23]=[CH:22][C:21]([C:24]([O:26][CH3:27])=[O:25])=[C:20]([O:28][CH3:29])[CH:19]=2)[N:10]=1, predict the reactants needed to synthesize it. The reactants are: [Cl:1][C:2]1[CH:33]=[CH:32][CH:31]=[C:30]([Cl:34])[C:3]=1[C:4]([NH:6][C:7]([N:9]([C:18]1[CH:23]=[CH:22][C:21]([C:24]([O:26][CH3:27])=[O:25])=[C:20]([O:28][CH3:29])[CH:19]=1)[NH:10]C(OC(C)(C)C)=O)=[O:8])=O.FC(F)(F)C(O)=O. (3) Given the product [CH2:1]([O:8][C:9]1[CH:17]=[CH:16][C:15]2[N:14]3[CH2:25][CH2:26][C:18](=[O:20])[C:13]3=[CH:12][C:11]=2[CH:10]=1)[C:2]1[CH:3]=[CH:4][CH:5]=[CH:6][CH:7]=1, predict the reactants needed to synthesize it. The reactants are: [CH2:1]([O:8][C:9]1[CH:10]=[C:11]2[C:15](=[CH:16][CH:17]=1)[NH:14][C:13]([C:18]([O:20]CC)=O)=[CH:12]2)[C:2]1[CH:7]=[CH:6][CH:5]=[CH:4][CH:3]=1.[H-].[Na+].[C:25](OCCCC)(=O)[CH:26]=C. (4) Given the product [CH3:15][C@:11]1([OH:14])[CH2:12][CH2:13][NH:8][CH2:9][C@H:10]1[OH:16], predict the reactants needed to synthesize it. The reactants are: C([N:8]1[CH2:13][CH2:12][C@:11]([CH3:15])([OH:14])[C@H:10]([OH:16])[CH2:9]1)C1C=CC=CC=1.C([N+]([O-])=O)CCCCC. (5) Given the product [Cl:1][C:2]1[CH:3]=[C:4]([CH2:5][C:11]#[N:12])[CH:7]=[C:8]([Cl:10])[CH:9]=1, predict the reactants needed to synthesize it. The reactants are: [Cl:1][C:2]1[CH:3]=[C:4]([CH:7]=[C:8]([Cl:10])[CH:9]=1)[CH2:5]Cl.[C-:11]#[N:12].[Na+]. (6) Given the product [C:1]([NH:8][C:9]1[S:17][C:16]2[CH2:15][CH2:14][N:13]([C:18]([O:20][C:21]([CH3:24])([CH3:22])[CH3:23])=[O:19])[CH2:12][C:11]=2[C:10]=1[C:25]1[S:26][C:27]2[CH:33]=[CH:32][CH:31]=[CH:30][C:28]=2[N:29]=1)(=[O:3])[CH3:2], predict the reactants needed to synthesize it. The reactants are: [C:1](OC(=O)C)(=[O:3])[CH3:2].[NH2:8][C:9]1[S:17][C:16]2[CH2:15][CH2:14][N:13]([C:18]([O:20][C:21]([CH3:24])([CH3:23])[CH3:22])=[O:19])[CH2:12][C:11]=2[C:10]=1[C:25]1[S:26][C:27]2[CH:33]=[CH:32][CH:31]=[CH:30][C:28]=2[N:29]=1.